Task: Predict the reactants needed to synthesize the given product.. Dataset: Full USPTO retrosynthesis dataset with 1.9M reactions from patents (1976-2016) (1) Given the product [C:1]([C:5]1[O:6][CH:7]=[C:8]([CH2:10][P:12](=[O:19])([O:16][CH2:17][CH3:18])[O:13][CH2:14][CH3:15])[N:9]=1)([CH3:4])([CH3:3])[CH3:2], predict the reactants needed to synthesize it. The reactants are: [C:1]([C:5]1[O:6][CH:7]=[C:8]([CH2:10]Cl)[N:9]=1)([CH3:4])([CH3:3])[CH3:2].[P:12]([O:19]CC)([O:16][CH2:17][CH3:18])[O:13][CH2:14][CH3:15].C(OCC)(=O)C. (2) Given the product [C:2]1([CH3:1])[CH:9]=[CH:8][C:5]([CH:6]([OH:7])[CH2:16][CH:15]=[CH2:14])=[CH:4][CH:3]=1, predict the reactants needed to synthesize it. The reactants are: [CH3:1][C:2]1[CH:9]=[CH:8][C:5]([CH:6]=[O:7])=[CH:4][CH:3]=1.C(O[CH2:14][CH:15]=[CH2:16])(=O)C.O.CCN(CC)CC.CC1C(C)=C(C)C(C)=C(C)C=1C.